Dataset: Catalyst prediction with 721,799 reactions and 888 catalyst types from USPTO. Task: Predict which catalyst facilitates the given reaction. (1) Product: [CH:1]1([N:4]([CH3:22])[C:5]2[N:10]=[C:9]([C:11]3[CH:12]=[N:13][N:14]4[C:19]=3[CH:18]=[CH:17][CH:16]=[N:15]4)[CH:8]=[CH:7][N:6]=2)[CH2:2][CH2:3]1. Reactant: [CH:1]1([NH:4][C:5]2[N:10]=[C:9]([C:11]3[CH:12]=[N:13][N:14]4[C:19]=3[CH:18]=[CH:17][CH:16]=[N:15]4)[CH:8]=[CH:7][N:6]=2)[CH2:3][CH2:2]1.[H-].[Na+].[CH3:22]I. The catalyst class is: 3. (2) Reactant: [CH2:1]([N:8]([CH2:16][C:17]1[CH:22]=[CH:21][CH:20]=[CH:19][CH:18]=1)[CH:9]1[CH2:14][CH2:13][CH2:12][C:11](=O)[CH2:10]1)[C:2]1[CH:7]=[CH:6][CH:5]=[CH:4][CH:3]=1.Cl.[NH2:24][OH:25].C([O-])(=O)C.[Na+]. Product: [CH2:1]([N:8]([CH2:16][C:17]1[CH:22]=[CH:21][CH:20]=[CH:19][CH:18]=1)[CH:9]1[CH2:14][CH2:13][CH2:12][C:11](=[N:24][OH:25])[CH2:10]1)[C:2]1[CH:7]=[CH:6][CH:5]=[CH:4][CH:3]=1. The catalyst class is: 8. (3) Reactant: Cl[C:2]1[C:3]2[C:4](=[CH:13][N:14](CC3C=CC(OC)=CC=3)[N:15]=2)[N:5]=[C:6]([C:8]2[S:9][CH:10]=[CH:11][CH:12]=2)[N:7]=1.[CH3:25][N:26]1[CH2:31][CH2:30][N:29]([C:32]2[CH:38]=[CH:37][C:35]([NH2:36])=[CH:34][CH:33]=2)[CH2:28][CH2:27]1.Cl. Product: [CH3:25][N:26]1[CH2:27][CH2:28][N:29]([C:32]2[CH:38]=[CH:37][C:35]([NH:36][C:2]3[C:3]4[NH:15][N:14]=[CH:13][C:4]=4[N:5]=[C:6]([C:8]4[S:9][CH:10]=[CH:11][CH:12]=4)[N:7]=3)=[CH:34][CH:33]=2)[CH2:30][CH2:31]1. The catalyst class is: 71. (4) Reactant: [NH:1]([C:27](OCC1C2C(=CC=CC=2)C2C1=CC=CC=2)=[O:28])[C@H:2]([C:24]([OH:26])=[O:25])[CH2:3][S:4][C:5]([C:18]1[CH:23]=[CH:22][CH:21]=[CH:20][CH:19]=1)([C:12]1[CH:17]=[CH:16][CH:15]=[CH:14][CH:13]=1)[C:6]1[CH:11]=[CH:10][CH:9]=[CH:8][CH:7]=1.[NH:44]([C:49]([O:51][CH2:52][CH:53]1[C:65]2[C:60](=[CH:61][CH:62]=[CH:63][CH:64]=2)[C:59]2[C:54]1=[CH:55][CH:56]=[CH:57][CH:58]=2)=[O:50])[CH2:45]C(O)=O.ON1C2C=CC=CC=2N=N1.CC(N=C=NC(C)C)C. The catalyst class is: 3. Product: [NH:44]([C:49]([O:51][CH2:52][CH:53]1[C:65]2[C:60](=[CH:61][CH:62]=[CH:63][CH:64]=2)[C:59]2[C:54]1=[CH:55][CH:56]=[CH:57][CH:58]=2)=[O:50])[CH2:45][C:27]([NH:1][C@H:2]([C:24]([OH:26])=[O:25])[CH2:3][S:4][C:5]([C:12]1[CH:13]=[CH:14][CH:15]=[CH:16][CH:17]=1)([C:6]1[CH:7]=[CH:8][CH:9]=[CH:10][CH:11]=1)[C:18]1[CH:23]=[CH:22][CH:21]=[CH:20][CH:19]=1)=[O:28]. (5) Reactant: [NH2:1][C:2]1[CH:6]=[CH:5][NH:4][N:3]=1.C(N(CC)CC)C.[C:14](O[C:14]([O:16][C:17]([CH3:20])([CH3:19])[CH3:18])=[O:15])([O:16][C:17]([CH3:20])([CH3:19])[CH3:18])=[O:15]. Product: [C:17]([O:16][C:14]([N:3]1[C:2]([NH2:1])=[CH:6][CH:5]=[N:4]1)=[O:15])([CH3:20])([CH3:19])[CH3:18]. The catalyst class is: 12. (6) Reactant: C(OC([NH:11][CH:12]([CH:16]1[CH2:21][CH2:20][O:19][CH2:18][CH2:17]1)[C:13]([OH:15])=[O:14])=O)C1C=CC=CC=1.[CH3:34][C:33]([O:32][C:30](O[C:30]([O:32][C:33]([CH3:36])([CH3:35])[CH3:34])=[O:31])=[O:31])([CH3:36])[CH3:35]. Product: [C:33]([O:32][C:30]([NH:11][CH:12]([CH:16]1[CH2:17][CH2:18][O:19][CH2:20][CH2:21]1)[C:13]([OH:15])=[O:14])=[O:31])([CH3:34])([CH3:35])[CH3:36]. The catalyst class is: 14. (7) Reactant: C(Cl)(=O)C(Cl)=O.[F:7][C:8]1[CH:9]=[C:10]([CH:14]=[CH:15][C:16]=1[F:17])[C:11]([OH:13])=O.Cl.[NH:19]1[CH2:22][CH2:21][CH2:20]1.C(N(CC)CC)C. Product: [F:7][C:8]1[CH:9]=[C:10]([CH:14]=[CH:15][C:16]=1[F:17])[C:11]([N:19]1[CH2:22][CH2:21][CH2:20]1)=[O:13]. The catalyst class is: 59.